From a dataset of Full USPTO retrosynthesis dataset with 1.9M reactions from patents (1976-2016). Predict the reactants needed to synthesize the given product. (1) Given the product [C:15]([C:7]1[C:8]([C:11]([F:12])([F:14])[F:13])=[C:9]2[C:4](=[CH:5][CH:6]=1)[N:3]([CH:24]([CH3:29])[C:25]([O:27][CH3:28])=[O:26])[C:2]([CH3:1])=[CH:10]2)#[N:16], predict the reactants needed to synthesize it. The reactants are: [CH3:1][C:2]1[NH:3][C:4]2[C:9]([CH:10]=1)=[C:8]([C:11]([F:14])([F:13])[F:12])[C:7]([C:15]#[N:16])=[CH:6][CH:5]=2.C(=O)([O-])[O-].[Cs+].[Cs+].Br[CH:24]([CH3:29])[C:25]([O:27][CH3:28])=[O:26]. (2) The reactants are: [CH:1]([C:5]1[CH:10]=[CH:9][CH:8]=[CH:7][CH:6]=1)(CC)[CH3:2].C(#N)C.[OH:14]N1C(=O)C2=CC=CC=C2C1=O.O=O. Given the product [C:1]([C:5]1[CH:10]=[CH:9][CH:8]=[CH:7][CH:6]=1)(=[O:14])[CH3:2], predict the reactants needed to synthesize it.